Dataset: Catalyst prediction with 721,799 reactions and 888 catalyst types from USPTO. Task: Predict which catalyst facilitates the given reaction. (1) Reactant: Br[C:2]1[C:9]([O:10][CH2:11][CH3:12])=[C:8]([O:13][CH3:14])[CH:7]=[CH:6][C:3]=1[CH:4]=[O:5].CC([O-])=O.[K+].[B:20]1([B:20]2[O:24][C:23]([CH3:26])([CH3:25])[C:22]([CH3:28])([CH3:27])[O:21]2)[O:24][C:23]([CH3:26])([CH3:25])[C:22]([CH3:28])([CH3:27])[O:21]1. Product: [CH2:11]([O:10][C:9]1[C:2]([B:20]2[O:24][C:23]([CH3:26])([CH3:25])[C:22]([CH3:28])([CH3:27])[O:21]2)=[C:3]([CH:6]=[CH:7][C:8]=1[O:13][CH3:14])[CH:4]=[O:5])[CH3:12]. The catalyst class is: 75. (2) Reactant: Cl.Cl.[NH2:3][CH2:4][C@@:5]1([OH:13])[CH:10]2[CH2:11][CH2:12][N:7]([CH2:8][CH2:9]2)[CH2:6]1.C([O-])([O-])=O.[Cs+].[Cs+].[N:20]([C:23]1[CH:28]=[C:27]([O:29][CH3:30])[N:26]=[CH:25][N:24]=1)=[C:21]=S.C(N=C=NC(C)C)(C)C. Product: [CH3:30][O:29][C:27]1[N:26]=[CH:25][N:24]=[C:23]([NH:20][C:21]2[O:13][C@:5]3([CH2:4][N:3]=2)[CH:10]2[CH2:9][CH2:8][N:7]([CH2:12][CH2:11]2)[CH2:6]3)[CH:28]=1. The catalyst class is: 9. (3) Reactant: C(N(CC)C(C)C)(C)C.[CH2:10]([O:12][C:13]1[CH:34]=[CH:33][CH:32]=[CH:31][C:14]=1[O:15][C@@H:16]1[CH2:21][CH2:20][CH2:19][N:18]([C:22]2[N:27]=[CH:26][C:25]([C:28](O)=[O:29])=[CH:24][N:23]=2)[CH2:17]1)[CH3:11].C(N1C=CN=C1)(N1C=CN=C1)=O.Cl.[NH2:48][CH2:49][C:50]1[CH:51]=[C:52]([CH:57]=[CH:58][CH:59]=1)[C:53]([O:55]C)=[O:54].[OH-].[K+]. Product: [CH2:10]([O:12][C:13]1[CH:34]=[CH:33][CH:32]=[CH:31][C:14]=1[O:15][C@@H:16]1[CH2:21][CH2:20][CH2:19][N:18]([C:22]2[N:27]=[CH:26][C:25]([C:28]([NH:48][CH2:49][C:50]3[CH:51]=[C:52]([CH:57]=[CH:58][CH:59]=3)[C:53]([OH:55])=[O:54])=[O:29])=[CH:24][N:23]=2)[CH2:17]1)[CH3:11]. The catalyst class is: 7. (4) Reactant: [CH3:1][N:2]([CH3:35])[C:3]1([C:29]2[CH:34]=[CH:33][CH:32]=[CH:31][CH:30]=2)[CH2:8][CH2:7][C:6]([CH2:10][CH2:11][CH2:12][C:13]2[C:21]3[C:16](=[CH:17][CH:18]=[CH:19][CH:20]=3)[NH:15][C:14]=2[Si](CC)(CC)CC)([OH:9])[CH2:5][CH2:4]1.O.O.O.[F-].C([N+](CCCC)(CCCC)CCCC)CCC. The catalyst class is: 7. Product: [CH3:35][N:2]([CH3:1])[C:3]1([C:29]2[CH:34]=[CH:33][CH:32]=[CH:31][CH:30]=2)[CH2:8][CH2:7][C:6]([CH2:10][CH2:11][CH2:12][C:13]2[C:21]3[C:16](=[CH:17][CH:18]=[CH:19][CH:20]=3)[NH:15][CH:14]=2)([OH:9])[CH2:5][CH2:4]1. (5) Reactant: [C:1]([N:4]([CH2:20][C:21]1[CH:26]=[C:25]([C:27]([F:30])([F:29])[F:28])[CH:24]=[C:23]([C:31]([F:34])([F:33])[F:32])[CH:22]=1)[CH:5]1[CH2:11][CH2:10][CH2:9][N:8]([C:12](Cl)=[O:13])[C:7]2[CH:15]=[C:16]([Cl:19])[CH:17]=[CH:18][C:6]1=2)(=[O:3])[CH3:2].[NH3:35]. Product: [C:1]([N:4]([CH2:20][C:21]1[CH:26]=[C:25]([C:27]([F:30])([F:29])[F:28])[CH:24]=[C:23]([C:31]([F:33])([F:32])[F:34])[CH:22]=1)[CH:5]1[CH2:11][CH2:10][CH2:9][N:8]([C:12]([NH2:35])=[O:13])[C:7]2[CH:15]=[C:16]([Cl:19])[CH:17]=[CH:18][C:6]1=2)(=[O:3])[CH3:2]. The catalyst class is: 25. (6) Reactant: [CH3:1][O:2][C:3]1[CH:37]=[CH:36][C:6]([CH2:7][N:8]2[C:16]3[C:11](=[CH:12][CH:13]=[CH:14][CH:15]=3)[C:10]([O:17][CH2:18][CH2:19][O:20][C:21]3[C:30]4[C:25](=[CH:26][CH:27]=[CH:28][CH:29]=4)[CH:24]=[CH:23][CH:22]=3)=[C:9]2[C:31]([O:33]CC)=[O:32])=[CH:5][CH:4]=1.[Li+].[OH-].Cl. Product: [CH3:1][O:2][C:3]1[CH:4]=[CH:5][C:6]([CH2:7][N:8]2[C:16]3[C:11](=[CH:12][CH:13]=[CH:14][CH:15]=3)[C:10]([O:17][CH2:18][CH2:19][O:20][C:21]3[C:30]4[C:25](=[CH:26][CH:27]=[CH:28][CH:29]=4)[CH:24]=[CH:23][CH:22]=3)=[C:9]2[C:31]([OH:33])=[O:32])=[CH:36][CH:37]=1. The catalyst class is: 193. (7) The catalyst class is: 6. Product: [O:6]=[C:7]1[N:19]([CH:20]2[CH2:21][CH2:22][N:23]([C:26]([NH:28][C@H:29]([CH2:35][C:36]3[CH:45]=[CH:44][C:43]4[CH2:42][CH2:41][CH2:40][CH2:39][C:38]=4[CH:37]=3)[C:30]([OH:32])=[O:31])=[O:27])[CH2:24][CH2:25]2)[C:10]2[CH:11]=[N:12][C:13]3[CH:14]=[CH:15][CH:16]=[CH:17][C:18]=3[C:9]=2[NH:8]1. Reactant: C1COCC1.[O:6]=[C:7]1[N:19]([CH:20]2[CH2:25][CH2:24][N:23]([C:26]([NH:28][C@H:29]([CH2:35][C:36]3[CH:45]=[CH:44][C:43]4[CH2:42][CH2:41][CH2:40][CH2:39][C:38]=4[CH:37]=3)[C:30]([O:32]CC)=[O:31])=[O:27])[CH2:22][CH2:21]2)[C:10]2[CH:11]=[N:12][C:13]3[CH:14]=[CH:15][CH:16]=[CH:17][C:18]=3[C:9]=2[NH:8]1.O.[OH-].[Li+]. (8) Reactant: [Cl:1][C:2]1[N:7]=[C:6](Cl)[C:5]([F:9])=[CH:4][N:3]=1.C(N(CC)CC)C.[NH2:17][CH2:18][CH:19]1[CH2:24][CH2:23][N:22]([C:25]([O:27][CH2:28][C:29]2[CH:34]=[CH:33][CH:32]=[CH:31][CH:30]=2)=[O:26])[CH2:21][CH2:20]1. Product: [CH2:28]([O:27][C:25]([N:22]1[CH2:23][CH2:24][CH:19]([CH2:18][NH:17][C:6]2[C:5]([F:9])=[CH:4][N:3]=[C:2]([Cl:1])[N:7]=2)[CH2:20][CH2:21]1)=[O:26])[C:29]1[CH:34]=[CH:33][CH:32]=[CH:31][CH:30]=1. The catalyst class is: 3. (9) Reactant: [C:1]([O:5][C:6](=[O:34])[NH:7][C:8]1([C:12]2[CH:17]=[CH:16][C:15]([C:18]3[C:19]([C:28]4[CH:33]=[CH:32][CH:31]=[CH:30][CH:29]=4)=[CH:20][C:21]4[N:22]([C:24](Br)=[CH:25][N:26]=4)[N:23]=3)=[CH:14][CH:13]=2)[CH2:11][CH2:10][CH2:9]1)([CH3:4])([CH3:3])[CH3:2].[Cl-].[CH3:36][Zn+]. Product: [C:1]([O:5][C:6](=[O:34])[NH:7][C:8]1([C:12]2[CH:17]=[CH:16][C:15]([C:18]3[C:19]([C:28]4[CH:33]=[CH:32][CH:31]=[CH:30][CH:29]=4)=[CH:20][C:21]4[N:22]([C:24]([CH3:36])=[CH:25][N:26]=4)[N:23]=3)=[CH:14][CH:13]=2)[CH2:11][CH2:10][CH2:9]1)([CH3:4])([CH3:3])[CH3:2]. The catalyst class is: 1.